From a dataset of Reaction yield outcomes from USPTO patents with 853,638 reactions. Predict the reaction yield, written as a fraction of the theoretical maximum amount of product (1.0 means a 100% yield; for example, 0.34 means a 34% yield). (1) The reactants are [C:1]([C:3]([C:6]1[CH:7]=[C:8]([CH:12]=[CH:13][CH:14]=1)[C:9]([OH:11])=O)([CH3:5])[CH3:4])#[N:2].C(Cl)(=O)C(Cl)=O.[NH2:21][C:22]1[CH:23]=[C:24]([CH:41]=[CH:42][C:43]=1[F:44])[O:25][C:26]1[CH:27]=[CH:28][C:29]2[N:30]([CH:32]=[C:33]([NH:35][C:36]([CH:38]3[CH2:40][CH2:39]3)=[O:37])[N:34]=2)[N:31]=1. The catalyst is O1CCCC1.CN(C)C=O.[OH-].[Na+]. The product is [C:1]([C:3]([C:6]1[CH:7]=[C:8]([CH:12]=[CH:13][CH:14]=1)[C:9]([NH:21][C:22]1[CH:23]=[C:24]([O:25][C:26]2[CH:27]=[CH:28][C:29]3[N:30]([CH:32]=[C:33]([NH:35][C:36]([CH:38]4[CH2:40][CH2:39]4)=[O:37])[N:34]=3)[N:31]=2)[CH:41]=[CH:42][C:43]=1[F:44])=[O:11])([CH3:4])[CH3:5])#[N:2]. The yield is 0.620. (2) The reactants are Cl[C:2]1[N:7]2[N:8]=[C:9]([C:22]3[CH:27]=[CH:26][C:25]([F:28])=[CH:24][CH:23]=3)[C:10]([C:11]3[CH:16]=[CH:15][N:14]=[C:13]([N:17]4[CH2:21][CH2:20][CH2:19][CH2:18]4)[N:12]=3)=[C:6]2[CH:5]=[CH:4][C:3]=1[C:29]([F:32])([F:31])[F:30].C1(P(C2C=CC=CC=2)C2C=CC3C(=CC=CC=3)C=2C2C3C(=CC=CC=3)C=CC=2P(C2C=CC=CC=2)C2C=CC=CC=2)C=CC=CC=1.C(=O)([O-])[O-].[Cs+].[Cs+].[CH:85]1([NH2:90])[CH2:89][CH2:88][CH2:87][CH2:86]1. The catalyst is C1(C)C=CC=CC=1.C([O-])(=O)C.[Pd+2].C([O-])(=O)C.CCOCC. The product is [CH:85]1([NH:90][C:2]2[N:7]3[N:8]=[C:9]([C:22]4[CH:27]=[CH:26][C:25]([F:28])=[CH:24][CH:23]=4)[C:10]([C:11]4[CH:16]=[CH:15][N:14]=[C:13]([N:17]5[CH2:21][CH2:20][CH2:19][CH2:18]5)[N:12]=4)=[C:6]3[CH:5]=[CH:4][C:3]=2[C:29]([F:32])([F:31])[F:30])[CH2:89][CH2:88][CH2:87][CH2:86]1. The yield is 0.630. (3) The product is [CH3:1][C:2]1[N:10]([CH2:11][C:12]([OH:14])=[O:13])[C:9]2[CH2:8][CH2:7][NH:6][C:5](=[O:17])[C:4]=2[C:3]=1[CH2:18][C:19]1[CH:24]=[CH:23][CH:22]=[CH:21][C:20]=1[S:25]([N:28]1[CH2:29][CH2:30][CH2:31][CH2:32]1)(=[O:26])=[O:27]. The catalyst is C1COCC1.CO.O. The yield is 0.950. The reactants are [CH3:1][C:2]1[N:10]([CH2:11][C:12]([O:14]CC)=[O:13])[C:9]2[CH2:8][CH2:7][NH:6][C:5](=[O:17])[C:4]=2[C:3]=1[CH2:18][C:19]1[CH:24]=[CH:23][CH:22]=[CH:21][C:20]=1[S:25]([N:28]1[CH2:32][CH2:31][CH2:30][CH2:29]1)(=[O:27])=[O:26].[Li+].[OH-].Cl. (4) The reactants are Cl[C:2]1[C:7]([CH:8]=[O:9])=[C:6]([Cl:10])[N:5]=[C:4]([S:11][CH3:12])[N:3]=1.[F:13][C:14]1[CH:20]=[CH:19][CH:18]=[C:17]([F:21])[C:15]=1[NH2:16].CCN(CC)CC.O. The catalyst is C(Cl)(Cl)Cl. The product is [Cl:10][C:6]1[C:7]([CH:8]=[O:9])=[C:2]([NH:16][C:15]2[C:14]([F:13])=[CH:20][CH:19]=[CH:18][C:17]=2[F:21])[N:3]=[C:4]([S:11][CH3:12])[N:5]=1. The yield is 0.760. (5) The reactants are CN(C)/[CH:3]=[CH:4]/[C:5]([C:7]1[N:11]2[CH:12]=[CH:13][CH:14]=[C:15]([N:16]=[CH:17][N:18]([CH3:20])[CH3:19])[C:10]2=[N:9][C:8]=1[C:21]1[CH:26]=[CH:25][C:24]([F:27])=[CH:23][CH:22]=1)=O.Cl.[CH:30]1([NH:35][C:36]([NH2:38])=[NH:37])[CH2:34][CH2:33][CH2:32][CH2:31]1.C(=O)([O-])[O-].[K+].[K+].C(OCC)(=O)C. The catalyst is CN(C)C=O.O. The product is [CH:30]1([NH:35][C:36]2[N:38]=[C:5]([C:7]3[N:11]4[CH:12]=[CH:13][CH:14]=[C:15]([N:16]=[CH:17][N:18]([CH3:20])[CH3:19])[C:10]4=[N:9][C:8]=3[C:21]3[CH:22]=[CH:23][C:24]([F:27])=[CH:25][CH:26]=3)[CH:4]=[CH:3][N:37]=2)[CH2:34][CH2:33][CH2:32][CH2:31]1. The yield is 0.530. (6) The reactants are [CH2:1]([O:8][CH2:9][C:10]1(OCC)[CH2:15][O:14]C(COCC2C=CC=CC=2)(OCC)C[O:11]1)[C:2]1[CH:7]=[CH:6][CH:5]=[CH:4][CH:3]=1.S(=O)(=O)(O)O.O.CC(OC)(C)C. The catalyst is C1COCC1. The product is [CH2:1]([O:8][CH2:9][C:10](=[O:11])[CH2:15][OH:14])[C:2]1[CH:7]=[CH:6][CH:5]=[CH:4][CH:3]=1. The yield is 0.640. (7) The reactants are [CH3:1][O:2][C:3]1[CH:4]=[C:5]([C:11]2([CH2:16][NH2:17])[CH2:15][CH2:14][CH2:13][CH2:12]2)[CH:6]=[CH:7][C:8]=1[O:9][CH3:10].C(N(CC)CC)C.[O:25]1[C:29]2[CH:30]=[CH:31][CH:32]=[CH:33][C:28]=2[CH:27]=[C:26]1[C:34](Cl)=[O:35]. The catalyst is O1CCOCC1. The product is [CH3:1][O:2][C:3]1[CH:4]=[C:5]([C:11]2([CH2:16][NH:17][C:34]([C:26]3[O:25][C:29]4[CH:30]=[CH:31][CH:32]=[CH:33][C:28]=4[CH:27]=3)=[O:35])[CH2:12][CH2:13][CH2:14][CH2:15]2)[CH:6]=[CH:7][C:8]=1[O:9][CH3:10]. The yield is 0.780. (8) The reactants are [CH:1](=O)[C:2]1[CH:11]=[CH:10][C:7]([O:8][CH3:9])=[C:4]([O:5][CH3:6])[CH:3]=1.[C:13]1([C@H:19]([NH2:21])[CH3:20])[CH:18]=[CH:17][CH:16]=[CH:15][CH:14]=1.[H][H]. The catalyst is C(O)(C)C.[C].[Pd].C(N(CC)CC)C. The product is [CH3:6][O:5][C:4]1[CH:3]=[C:2]([CH:11]=[CH:10][C:7]=1[O:8][CH3:9])[CH2:1][NH:21][C@@H:19]([C:13]1[CH:18]=[CH:17][CH:16]=[CH:15][CH:14]=1)[CH3:20]. The yield is 0.930. (9) The reactants are [CH2:1]([C:7]1([CH2:25][CH2:26][CH2:27][CH2:28][CH2:29][CH3:30])[C:19]2[CH:18]=[C:17]3[C:20](=[O:24])[CH:21]([CH3:23])[CH2:22][C:16]3=[CH:15][C:14]=2[C:13]2[C:8]1=[CH:9][CH:10]=[CH:11][CH:12]=2)[CH2:2][CH2:3][CH2:4][CH2:5][CH3:6].[BH4-].[Na+]. The catalyst is C1COCC1.C(O)C. The product is [CH2:25]([C:7]1([CH2:1][CH2:2][CH2:3][CH2:4][CH2:5][CH3:6])[C:19]2[CH:18]=[C:17]3[CH:20]([OH:24])[CH:21]([CH3:23])[CH2:22][C:16]3=[CH:15][C:14]=2[C:13]2[C:8]1=[CH:9][CH:10]=[CH:11][CH:12]=2)[CH2:26][CH2:27][CH2:28][CH2:29][CH3:30]. The yield is 0.960.